From a dataset of Catalyst prediction with 721,799 reactions and 888 catalyst types from USPTO. Predict which catalyst facilitates the given reaction. (1) Reactant: [NH:1]1[CH2:6][CH:5]=[C:4]([C:7]2[CH:24]=[CH:23][C:10]([CH2:11][N:12]3[CH2:16][C:15]4([CH2:21][CH2:20][CH2:19][CH2:18][CH2:17]4)[O:14][C:13]3=[O:22])=[CH:9][CH:8]=2)[CH2:3][CH2:2]1.[CH2:25]=O. Product: [CH3:25][N:1]1[CH2:2][CH:3]=[C:4]([C:7]2[CH:8]=[CH:9][C:10]([CH2:11][N:12]3[CH2:16][C:15]4([CH2:21][CH2:20][CH2:19][CH2:18][CH2:17]4)[O:14][C:13]3=[O:22])=[CH:23][CH:24]=2)[CH2:5][CH2:6]1. The catalyst class is: 106. (2) Reactant: [Cl:1][C:2]1[CH:7]=[CH:6][C:5]([OH:8])=[C:4]([F:9])[CH:3]=1.Cl.[CH2:11]([O:18][C:19]1[CH:28]=[C:27]2[C:22]([C:23](Cl)=[N:24][CH:25]=[N:26]2)=[CH:21][C:20]=1[O:30][CH3:31])[C:12]1[CH:17]=[CH:16][CH:15]=[CH:14][CH:13]=1. Product: [CH2:11]([O:18][C:19]1[CH:28]=[C:27]2[C:22]([C:23]([O:8][C:5]3[CH:6]=[CH:7][C:2]([Cl:1])=[CH:3][C:4]=3[F:9])=[N:24][CH:25]=[N:26]2)=[CH:21][C:20]=1[O:30][CH3:31])[C:12]1[CH:13]=[CH:14][CH:15]=[CH:16][CH:17]=1. The catalyst class is: 17. (3) Reactant: [OH-].[Na+].[O:3]=[C:4]1[C:13]2[C:8](=[CH:9][CH:10]=[CH:11][CH:12]=2)[NH:7][CH:6]([C:14]2[CH:21]=[CH:20][C:17]([C:18]#[N:19])=[CH:16][CH:15]=2)[CH2:5]1.[N:22]1[CH:27]=[CH:26][C:25]([CH:28]=O)=[CH:24][CH:23]=1. Product: [O:3]=[C:4]1[C:13]2[C:8](=[CH:9][CH:10]=[CH:11][CH:12]=2)[N:7]=[C:6]([C:14]2[CH:15]=[CH:16][C:17]([C:18]#[N:19])=[CH:20][CH:21]=2)[C:5]1=[CH:28][C:25]1[CH:26]=[CH:27][N:22]=[CH:23][CH:24]=1. The catalyst class is: 8. (4) Reactant: Br[CH2:2][CH2:3][O:4][C:5]1[CH:10]=[CH:9][C:8]([NH:11][C:12](=[O:21])[C:13]2[CH:18]=[CH:17][C:16]([F:19])=[CH:15][C:14]=2[F:20])=[CH:7][C:6]=1[C:22]1[N:23]([CH3:27])[N:24]=[CH:25][CH:26]=1.C(N(CC)C(C)C)(C)C.[NH2:37][CH:38]1[CH2:43][CH2:42][O:41][CH2:40][CH2:39]1. Product: [F:20][C:14]1[CH:15]=[C:16]([F:19])[CH:17]=[CH:18][C:13]=1[C:12]([NH:11][C:8]1[CH:9]=[CH:10][C:5]([O:4][CH2:3][CH2:2][NH:37][CH:38]2[CH2:43][CH2:42][O:41][CH2:40][CH2:39]2)=[C:6]([C:22]2[N:23]([CH3:27])[N:24]=[CH:25][CH:26]=2)[CH:7]=1)=[O:21]. The catalyst class is: 80. (5) Reactant: ClCC[O:4]C1C=CC([NH2:11])=CC=1.[Cl:12][CH2:13][CH2:14][O:15][C:16]1[CH:21]=[CH:20][C:19]([N+:22]([O-])=O)=[CH:18][CH:17]=1. Product: [NH4+:11].[OH-:4].[Cl:12][CH2:13][CH2:14][O:15][C:16]1[CH:21]=[CH:20][C:19]([NH2:22])=[CH:18][CH:17]=1. The catalyst class is: 8. (6) Reactant: [NH2:1][C@@H:2]([CH:39]([CH3:41])[CH3:40])[C:3]([NH:5][C@@H:6]([CH2:32][CH2:33][CH2:34][NH:35][C:36]([NH2:38])=[O:37])[C:7]([NH:9][C:10]1[CH:31]=[CH:30][C:13]([CH2:14][C@@H:15]2[N:19]([C:20]([O:22][C:23]([CH3:26])([CH3:25])[CH3:24])=[O:21])[C:18](=[O:27])[C:17]([CH3:29])([CH3:28])[CH2:16]2)=[CH:12][CH:11]=1)=[O:8])=[O:4].[OH-:42].[Li+].O.Cl. Product: [NH2:1][C@@H:2]([CH:39]([CH3:40])[CH3:41])[C:3]([NH:5][C@@H:6]([CH2:32][CH2:33][CH2:34][NH:35][C:36]([NH2:38])=[O:37])[C:7]([NH:9][C:10]1[CH:11]=[CH:12][C:13]([CH2:14][C@H:15]([NH:19][C:20]([O:22][C:23]([CH3:26])([CH3:24])[CH3:25])=[O:21])[CH2:16][C:17]([CH3:29])([CH3:28])[C:18]([OH:27])=[O:42])=[CH:30][CH:31]=1)=[O:8])=[O:4]. The catalyst class is: 36. (7) Reactant: CC([N:5]([C@H:9]([C:13]([NH:15][C@@H:16]([CH2:30][CH2:31][C:32]1[CH:37]=[CH:36][CH:35]=[CH:34][CH:33]=1)/[CH:17]=[CH:18]/[C:19]([NH:21][C:22]1[CH:27]=[CH:26][C:25]([O:28][CH3:29])=[CH:24][CH:23]=1)=[O:20])=[O:14])[CH:10]([CH3:12])[CH3:11])C(=O)[O-])(C)C.[C:38]([OH:44])([C:40]([F:43])([F:42])[F:41])=[O:39]. Product: [F:41][C:40]([F:43])([F:42])[C:38]([OH:44])=[O:39].[CH3:29][O:28][C:25]1[CH:24]=[CH:23][C:22]([NH:21][C:19](=[O:20])/[CH:18]=[CH:17]/[C@@H:16]([NH:15][C:13](=[O:14])[C@H:9]([CH:10]([CH3:12])[CH3:11])[NH2:5])[CH2:30][CH2:31][C:32]2[CH:33]=[CH:34][CH:35]=[CH:36][CH:37]=2)=[CH:27][CH:26]=1. The catalyst class is: 2.